This data is from Forward reaction prediction with 1.9M reactions from USPTO patents (1976-2016). The task is: Predict the product of the given reaction. (1) Given the reactants [Cl:1][C:2]1[CH:3]=[C:4](B(O)O)[CH:5]=[N:6][CH:7]=1.Br[C:12]1[CH:21]=[C:20]2[C:15]([CH2:16][CH2:17][CH2:18][C:19]32[N:25]=[C:24]([NH2:26])[C:23]([CH3:27])=[N:22]3)=[CH:14][CH:13]=1.CC1CCCO1.C([O-])([O-])=O.[K+].[K+], predict the reaction product. The product is: [Cl:1][C:2]1[CH:3]=[C:4]([C:12]2[CH:21]=[C:20]3[C:15]([CH2:16][CH2:17][CH2:18][C:19]43[N:25]=[C:24]([NH2:26])[C:23]([CH3:27])=[N:22]4)=[CH:14][CH:13]=2)[CH:5]=[N:6][CH:7]=1. (2) Given the reactants [Cl:1][C:2]1[N:7]=[C:6]([NH2:8])[C:5]2[C:9]([O:31][CH3:32])=[N:10][N:11]([C:12]([C:25]3[CH:30]=[CH:29][CH:28]=[CH:27][CH:26]=3)([C:19]3[CH:24]=[CH:23][CH:22]=[CH:21][CH:20]=3)[C:13]3[CH:18]=[CH:17][CH:16]=[CH:15][CH:14]=3)[C:4]=2[CH:3]=1.CCN(C(C)C)C(C)C.[C:42](Cl)(=[O:44])[CH3:43].[NH4+].[Cl-], predict the reaction product. The product is: [Cl:1][C:2]1[N:7]=[C:6]([NH:8][C:42](=[O:44])[CH3:43])[C:5]2[C:9]([O:31][CH3:32])=[N:10][N:11]([C:12]([C:19]3[CH:24]=[CH:23][CH:22]=[CH:21][CH:20]=3)([C:13]3[CH:14]=[CH:15][CH:16]=[CH:17][CH:18]=3)[C:25]3[CH:26]=[CH:27][CH:28]=[CH:29][CH:30]=3)[C:4]=2[CH:3]=1. (3) Given the reactants C(OC([N:8]1[CH2:13][CH2:12][CH:11]([NH:14][C:15]2[CH:20]=[CH:19][C:18]([C:21]#[N:22])=[CH:17][N:16]=2)[CH2:10][CH2:9]1)=O)(C)(C)C.FC(F)(F)C(O)=O, predict the reaction product. The product is: [NH:8]1[CH2:9][CH2:10][CH:11]([NH:14][C:15]2[CH:20]=[CH:19][C:18]([C:21]#[N:22])=[CH:17][N:16]=2)[CH2:12][CH2:13]1.